Task: Predict the reaction yield, written as a fraction of the theoretical maximum amount of product (1.0 means a 100% yield; for example, 0.34 means a 34% yield).. Dataset: Reaction yield outcomes from USPTO patents with 853,638 reactions The reactants are [CH:1](NC(C)C)([CH3:3])[CH3:2].C(=O)=O.CC(C)=O.C([Li])CCC.[CH2:20]([O:22][C:23]([CH:25]1[CH2:30][CH2:29][N:28]([C:31]([O:33][C:34]([CH3:37])([CH3:36])[CH3:35])=[O:32])[CH2:27][CH2:26]1)=[O:24])[CH3:21].C(I)C=C. The catalyst is C1COCC1.CCCCCC.CN(P(N(C)C)(N(C)C)=O)C. The product is [CH2:20]([O:22][C:23]([C:25]1([CH2:3][CH:1]=[CH2:2])[CH2:30][CH2:29][N:28]([C:31]([O:33][C:34]([CH3:36])([CH3:35])[CH3:37])=[O:32])[CH2:27][CH2:26]1)=[O:24])[CH3:21]. The yield is 1.00.